From a dataset of Peptide-MHC class II binding affinity with 134,281 pairs from IEDB. Regression. Given a peptide amino acid sequence and an MHC pseudo amino acid sequence, predict their binding affinity value. This is MHC class II binding data. (1) The peptide sequence is LQMVGMRRPQQGASG. The MHC is DRB1_0802 with pseudo-sequence DRB1_0802. The binding affinity (normalized) is 0.833. (2) The MHC is DRB3_0202 with pseudo-sequence QEFFIASGAAVDAIMELSFEHYDLQKQNYHVGFT. The peptide sequence is LIEVNPPFGDSYIIV. The binding affinity (normalized) is 0. (3) The peptide sequence is DGGRRKKGGWFGKHRGQGGSNP. The MHC is DRB1_0101 with pseudo-sequence DRB1_0101. The binding affinity (normalized) is 0. (4) The peptide sequence is IHAVPFGLVSMMIAMKK. The MHC is DRB1_0404 with pseudo-sequence DRB1_0404. The binding affinity (normalized) is 0.936. (5) The peptide sequence is NVSHIQSAVVCGRRH. The MHC is HLA-DPA10103-DPB10201 with pseudo-sequence HLA-DPA10103-DPB10201. The binding affinity (normalized) is 0.0981. (6) The peptide sequence is SWPDLDLKPGAAWTV. The MHC is DRB1_0802 with pseudo-sequence DRB1_0802. The binding affinity (normalized) is 0.156. (7) The peptide sequence is YDKHLANVSTVLTGK. The binding affinity (normalized) is 0.415. The MHC is DRB1_0405 with pseudo-sequence DRB1_0405. (8) The peptide sequence is ENVLISPVSILSTLS. The MHC is DRB1_0405 with pseudo-sequence DRB1_0405. The binding affinity (normalized) is 0.360.